Dataset: Reaction yield outcomes from USPTO patents with 853,638 reactions. Task: Predict the reaction yield, written as a fraction of the theoretical maximum amount of product (1.0 means a 100% yield; for example, 0.34 means a 34% yield). (1) The reactants are Br[CH2:2][C:3]1[CH:28]=[CH:27][CH:26]=[CH:25][C:4]=1[CH2:5][N:6]1[C:10]2[CH:11]=[CH:12][CH:13]=[CH:14][C:9]=2[N:8]([C:15]2[CH:20]=[CH:19][CH:18]=[C:17]([F:21])[C:16]=2[F:22])[S:7]1(=[O:24])=[O:23].[CH3:29][NH2:30].[ClH:31]. The product is [ClH:31].[F:22][C:16]1[C:17]([F:21])=[CH:18][CH:19]=[CH:20][C:15]=1[N:8]1[C:9]2[CH:14]=[CH:13][CH:12]=[CH:11][C:10]=2[N:6]([CH2:5][C:4]2[CH:25]=[CH:26][CH:27]=[CH:28][C:3]=2[CH2:2][NH:30][CH3:29])[S:7]1(=[O:24])=[O:23]. No catalyst specified. The yield is 0.480. (2) The reactants are [CH3:1][C:2]1[N:7]=[CH:6][C:5]([CH:8]=[O:9])=[CH:4][N:3]=1.[BH4-].[Na+]. The catalyst is CO.O. The product is [CH3:1][C:2]1[N:7]=[CH:6][C:5]([CH2:8][OH:9])=[CH:4][N:3]=1. The yield is 0.390. (3) The reactants are [CH3:1][O:2][C:3]1[CH:4]=[CH:5][CH:6]=[C:7]2[C:11]=1[NH:10][CH:9]=[CH:8]2.[Al](Cl)(CC)CC.[CH:18]1([C:21](Cl)=[O:22])[CH2:20][CH2:19]1.C([O-])([O-])=O.[Cs+].[Cs+].[Cl:30][CH2:31][CH2:32][CH2:33]I. The catalyst is C(Cl)Cl.CC#N. The product is [Cl:30][CH2:31][CH2:32][CH2:33][N:10]1[C:11]2[C:7](=[CH:6][CH:5]=[CH:4][C:3]=2[O:2][CH3:1])[C:8]([C:21]([CH:18]2[CH2:20][CH2:19]2)=[O:22])=[CH:9]1. The yield is 0.550. (4) The reactants are O[Li].O.C([O:6][C:7](=[O:24])[CH2:8][C:9]([NH:11][C:12]1[CH:17]=[CH:16][C:15]([C:18]2[CH:23]=[CH:22][CH:21]=[CH:20][CH:19]=2)=[CH:14][CH:13]=1)=[O:10])C. The catalyst is CO.C1COCC1.O. The product is [C:15]1([C:18]2[CH:19]=[CH:20][CH:21]=[CH:22][CH:23]=2)[CH:16]=[CH:17][C:12]([NH:11][C:9](=[O:10])[CH2:8][C:7]([OH:24])=[O:6])=[CH:13][CH:14]=1. The yield is 0.890. (5) The reactants are Br[C:2]1[C:3]([F:17])=[C:4]2[O:8][C:7]([N:9]([CH3:11])[CH3:10])=[N:6][C:5]2=[C:12]([C:15]#[N:16])[C:13]=1[CH3:14].C([Sn](CCCC)(CCCC)[C:23]([O:25][CH2:26][CH3:27])=[CH2:24])CCC. The catalyst is C1(C)C=CC=CC=1.Cl[Pd](Cl)([P](C1C=CC=CC=1)(C1C=CC=CC=1)C1C=CC=CC=1)[P](C1C=CC=CC=1)(C1C=CC=CC=1)C1C=CC=CC=1.C(C1(C)C(O)=C(C(C)(C)C)C=CC1)(C)(C)C. The product is [CH2:26]([O:25][C:23]([C:2]1[C:3]([F:17])=[C:4]2[O:8][C:7]([N:9]([CH3:11])[CH3:10])=[N:6][C:5]2=[C:12]([C:15]#[N:16])[C:13]=1[CH3:14])=[CH2:24])[CH3:27]. The yield is 0.660. (6) The catalyst is COCCOC.O.C1C=CC([P]([Pd]([P](C2C=CC=CC=2)(C2C=CC=CC=2)C2C=CC=CC=2)([P](C2C=CC=CC=2)(C2C=CC=CC=2)C2C=CC=CC=2)[P](C2C=CC=CC=2)(C2C=CC=CC=2)C2C=CC=CC=2)(C2C=CC=CC=2)C2C=CC=CC=2)=CC=1. The reactants are Br[C:2]1[NH:3][C:4]2[C:9]([C:10]=1[CH:11]1[CH2:16][CH2:15][CH2:14][CH2:13][CH2:12]1)=[CH:8][CH:7]=[C:6]([C:17]([O:19][CH3:20])=[O:18])[CH:5]=2.CC1(C)C(C)(C)OB([C:29]2[CH:34]=[CH:33][CH:32]=[CH:31][C:30]=2[NH2:35])O1.C(=O)([O-])O.[Na+]. The product is [NH2:35][C:30]1[CH:31]=[CH:32][CH:33]=[CH:34][C:29]=1[C:2]1[NH:3][C:4]2[C:9]([C:10]=1[CH:11]1[CH2:16][CH2:15][CH2:14][CH2:13][CH2:12]1)=[CH:8][CH:7]=[C:6]([C:17]([O:19][CH3:20])=[O:18])[CH:5]=2. The yield is 0.960. (7) The reactants are [Cl-].C[S+](C)(C)=O.[CH3:7]C(C)([O-])C.[K+].[N+:13]([C:16]1[CH:17]=[N:18][CH:19]=[CH:20][C:21]=1[C:22](=[CH2:27])[C:23]([O:25][CH3:26])=[O:24])([O-:15])=[O:14]. No catalyst specified. The product is [N+:13]([C:16]1[CH:17]=[N:18][CH:19]=[CH:20][C:21]=1[C:22]1([C:23]([O:25][CH3:26])=[O:24])[CH2:7][CH2:27]1)([O-:15])=[O:14]. The yield is 0.330.